From a dataset of NCI-60 drug combinations with 297,098 pairs across 59 cell lines. Regression. Given two drug SMILES strings and cell line genomic features, predict the synergy score measuring deviation from expected non-interaction effect. (1) Drug 1: CC1C(C(CC(O1)OC2CC(CC3=C2C(=C4C(=C3O)C(=O)C5=C(C4=O)C(=CC=C5)OC)O)(C(=O)C)O)N)O.Cl. Drug 2: C#CCC(CC1=CN=C2C(=N1)C(=NC(=N2)N)N)C3=CC=C(C=C3)C(=O)NC(CCC(=O)O)C(=O)O. Cell line: PC-3. Synergy scores: CSS=47.1, Synergy_ZIP=-6.42, Synergy_Bliss=-5.73, Synergy_Loewe=-57.4, Synergy_HSA=-4.30. (2) Drug 1: CN(C)N=NC1=C(NC=N1)C(=O)N. Drug 2: C1=NC2=C(N=C(N=C2N1C3C(C(C(O3)CO)O)F)Cl)N. Cell line: UACC-257. Synergy scores: CSS=16.7, Synergy_ZIP=2.69, Synergy_Bliss=2.77, Synergy_Loewe=-40.2, Synergy_HSA=-1.96. (3) Drug 1: COC1=CC(=CC(=C1O)OC)C2C3C(COC3=O)C(C4=CC5=C(C=C24)OCO5)OC6C(C(C7C(O6)COC(O7)C8=CC=CS8)O)O. Drug 2: CC1=C(C=C(C=C1)C(=O)NC2=CC(=CC(=C2)C(F)(F)F)N3C=C(N=C3)C)NC4=NC=CC(=N4)C5=CN=CC=C5. Cell line: HT29. Synergy scores: CSS=41.7, Synergy_ZIP=3.83, Synergy_Bliss=7.19, Synergy_Loewe=-9.71, Synergy_HSA=3.42. (4) Cell line: CAKI-1. Synergy scores: CSS=16.4, Synergy_ZIP=-8.83, Synergy_Bliss=-8.51, Synergy_Loewe=-3.21, Synergy_HSA=-3.02. Drug 2: CS(=O)(=O)OCCCCOS(=O)(=O)C. Drug 1: CN(C)N=NC1=C(NC=N1)C(=O)N. (5) Drug 1: C1=NC2=C(N=C(N=C2N1C3C(C(C(O3)CO)O)F)Cl)N. Drug 2: C1CNP(=O)(OC1)N(CCCl)CCCl. Cell line: EKVX. Synergy scores: CSS=-1.24, Synergy_ZIP=-0.578, Synergy_Bliss=-4.35, Synergy_Loewe=-5.11, Synergy_HSA=-5.78. (6) Drug 1: C1CC(=O)NC(=O)C1N2CC3=C(C2=O)C=CC=C3N. Drug 2: C1=C(C(=O)NC(=O)N1)F. Cell line: RXF 393. Synergy scores: CSS=35.0, Synergy_ZIP=-9.48, Synergy_Bliss=1.06, Synergy_Loewe=-0.694, Synergy_HSA=2.63. (7) Drug 1: CC1=C(N=C(N=C1N)C(CC(=O)N)NCC(C(=O)N)N)C(=O)NC(C(C2=CN=CN2)OC3C(C(C(C(O3)CO)O)O)OC4C(C(C(C(O4)CO)O)OC(=O)N)O)C(=O)NC(C)C(C(C)C(=O)NC(C(C)O)C(=O)NCCC5=NC(=CS5)C6=NC(=CS6)C(=O)NCCC[S+](C)C)O. Drug 2: C1=NC2=C(N1)C(=S)N=CN2. Cell line: RXF 393. Synergy scores: CSS=34.8, Synergy_ZIP=-7.07, Synergy_Bliss=-4.67, Synergy_Loewe=-2.09, Synergy_HSA=-0.677. (8) Drug 1: CC12CCC3C(C1CCC2=O)CC(=C)C4=CC(=O)C=CC34C. Drug 2: C1=CN(C=N1)CC(O)(P(=O)(O)O)P(=O)(O)O. Cell line: SK-MEL-28. Synergy scores: CSS=-1.60, Synergy_ZIP=-8.97, Synergy_Bliss=-22.9, Synergy_Loewe=-22.6, Synergy_HSA=-22.2. (9) Drug 1: CC12CCC(CC1=CCC3C2CCC4(C3CC=C4C5=CN=CC=C5)C)O. Drug 2: C1=NC2=C(N1)C(=S)N=C(N2)N. Cell line: SF-268. Synergy scores: CSS=21.8, Synergy_ZIP=-5.50, Synergy_Bliss=2.49, Synergy_Loewe=-4.46, Synergy_HSA=0.470.